From a dataset of Forward reaction prediction with 1.9M reactions from USPTO patents (1976-2016). Predict the product of the given reaction. (1) Given the reactants [CH2:1]([O:8][C:9]1[CH:26]=[CH:25][C:12]([CH2:13][C:14]2[NH:18][C:17]3[CH:19]=[CH:20][C:21]([C:23]#N)=[CH:22][C:16]=3[N:15]=2)=[CH:11][CH:10]=1)[CH2:2][CH2:3][CH2:4][CH2:5][CH2:6][CH3:7].[H-].C([Al+]CC(C)C)C(C)C.C1C[O:40]CC1, predict the reaction product. The product is: [CH2:1]([O:8][C:9]1[CH:26]=[CH:25][C:12]([CH2:13][C:14]2[NH:18][C:17]3[CH:19]=[CH:20][C:21]([CH:23]=[O:40])=[CH:22][C:16]=3[N:15]=2)=[CH:11][CH:10]=1)[CH2:2][CH2:3][CH2:4][CH2:5][CH2:6][CH3:7]. (2) Given the reactants [F:1][C@@H:2]1[CH2:7][CH2:6][CH2:5][CH2:4][C@H:3]1[O:8][C:9]1[N:10]=[C:11]([O:35][CH2:36][CH2:37][CH3:38])[C:12]2[N:17]=[C:16]([C:18]3[CH:32]=[C:31]([CH3:33])[C:21]([O:22][CH2:23][C:24]([O:26]C(C)(C)C)=[O:25])=[C:20]([CH3:34])[CH:19]=3)[O:15][C:13]=2[N:14]=1.FC(F)(F)C(O)=O, predict the reaction product. The product is: [F:1][C@@H:2]1[CH2:7][CH2:6][CH2:5][CH2:4][C@H:3]1[O:8][C:9]1[N:10]=[C:11]([O:35][CH2:36][CH2:37][CH3:38])[C:12]2[N:17]=[C:16]([C:18]3[CH:19]=[C:20]([CH3:34])[C:21]([O:22][CH2:23][C:24]([OH:26])=[O:25])=[C:31]([CH3:33])[CH:32]=3)[O:15][C:13]=2[N:14]=1. (3) The product is: [C:10]([C:6]1[CH:7]=[C:2]([Br:1])[CH:3]=[CH:4][C:5]=1[OH:8])([CH3:12])([CH3:11])[CH3:9]. Given the reactants [Br:1][C:2]1[CH:7]=[CH:6][C:5]([OH:8])=[CH:4][CH:3]=1.[CH3:9][C:10](=[CH2:12])[CH3:11], predict the reaction product. (4) Given the reactants C(NC(C)C)(C)C.[Br:8][C:9]1[C:14]([Si:15]([CH3:18])([CH3:17])[CH3:16])=[C:13]([F:19])[C:12]([F:20])=[CH:11][CH:10]=1.CN(C)[CH:23]=[O:24], predict the reaction product. The product is: [Br:8][C:9]1[C:14]([Si:15]([CH3:16])([CH3:17])[CH3:18])=[C:13]([F:19])[C:12]([F:20])=[C:11]([CH:10]=1)[CH:23]=[O:24]. (5) Given the reactants [C:1]([O:5][C:6]([N:8]1[CH2:13][CH2:12][CH:11]([C:14]2[N:15]([CH2:20][CH2:21][N:22]3[CH2:25][CH2:24][CH2:23]3)[CH:16]=[C:17](Br)[N:18]=2)[CH2:10][CH2:9]1)=[O:7])([CH3:4])([CH3:3])[CH3:2].[F:26][C:27]1[CH:32]=[CH:31][C:30](B(O)O)=[CH:29][C:28]=1[CH3:36].C([O-])([O-])=O.[Cs+].[Cs+], predict the reaction product. The product is: [C:1]([O:5][C:6]([N:8]1[CH2:13][CH2:12][CH:11]([C:14]2[N:15]([CH2:20][CH2:21][N:22]3[CH2:25][CH2:24][CH2:23]3)[CH:16]=[C:17]([C:30]3[CH:31]=[CH:32][C:27]([F:26])=[C:28]([CH3:36])[CH:29]=3)[N:18]=2)[CH2:10][CH2:9]1)=[O:7])([CH3:4])([CH3:3])[CH3:2]. (6) Given the reactants C(O[C:6](=[O:27])/[CH:7]=[CH:8]/[C:9]1[CH:14]=[CH:13][C:12](/[CH:15]=[CH:16]/[C:17]([C:19]2[CH:24]=[CH:23][C:22]([CH2:25][OH:26])=[CH:21][CH:20]=2)=[O:18])=[CH:11][N:10]=1)(C)(C)C.C(O)(C(F)(F)F)=O.[OH-].[K+].Cl.CCOCC.C1C=CC2N(O)N=NC=2C=1.C(Cl)CCl.[NH2:57][O:58][CH:59]1[CH2:64][CH2:63][CH2:62][CH2:61][O:60]1, predict the reaction product. The product is: [OH:26][CH2:25][C:22]1[CH:21]=[CH:20][C:19]([C:17](=[O:18])/[CH:16]=[CH:15]/[C:12]2[CH:13]=[CH:14][C:9](/[CH:8]=[CH:7]/[C:6]([NH:57][O:58][CH:59]3[CH2:64][CH2:63][CH2:62][CH2:61][O:60]3)=[O:27])=[N:10][CH:11]=2)=[CH:24][CH:23]=1. (7) Given the reactants [OH:1][C:2]1[CH:3]=[C:4]([CH:9]=[C:10]([OH:12])[CH:11]=1)[C:5]([O:7][CH3:8])=[O:6].[CH2:13](Br)[C:14]1[CH:19]=[CH:18][CH:17]=[CH:16][CH:15]=1.[C:21](=O)([O-])[O-].[K+].[K+].Cl, predict the reaction product. The product is: [CH2:13]([O:1][C:2]1[CH:3]=[C:4]([CH:9]=[C:10]([O:12][CH3:21])[CH:11]=1)[C:5]([O:7][CH3:8])=[O:6])[C:14]1[CH:19]=[CH:18][CH:17]=[CH:16][CH:15]=1.